Dataset: Catalyst prediction with 721,799 reactions and 888 catalyst types from USPTO. Task: Predict which catalyst facilitates the given reaction. (1) Reactant: C(OC([N:11]1[CH2:16][CH2:15][CH:14]([C:17]2[CH:22]=[CH:21][C:20]([CH2:23][C:24]([O:26][CH3:27])=[O:25])=[CH:19][CH:18]=2)[CH2:13][CH2:12]1)=O)C1C=CC=CC=1. Product: [NH:11]1[CH2:16][CH2:15][CH:14]([C:17]2[CH:22]=[CH:21][C:20]([CH2:23][C:24]([O:26][CH3:27])=[O:25])=[CH:19][CH:18]=2)[CH2:13][CH2:12]1. The catalyst class is: 178. (2) Reactant: [C:1]1([S:7]([O:10][C:11]2[C:20]([Br:21])=[C:19]3[C:14]([CH:15]=[CH:16][C:17]([CH:22]([OH:26])[CH2:23][CH:24]=C)=[N:18]3)=[CH:13][CH:12]=2)(=[O:9])=[O:8])[CH:6]=[CH:5][CH:4]=[CH:3][CH:2]=1.N1C(C)=CC=CC=1C.[OH2:35].C(Cl)Cl. Product: [C:1]1([S:7]([O:10][C:11]2[C:20]([Br:21])=[C:19]3[C:14]([CH:15]=[CH:16][C:17]([CH:22]([OH:26])[CH2:23][CH:24]=[O:35])=[N:18]3)=[CH:13][CH:12]=2)(=[O:8])=[O:9])[CH:2]=[CH:3][CH:4]=[CH:5][CH:6]=1. The catalyst class is: 38. (3) Product: [C:1]([C@@H:4]1[CH2:8][S:7][C@H:6]2[CH2:9][C@@H:10]([NH:13][C:14](=[O:20])[O:15][C:16]([CH3:18])([CH3:17])[CH3:19])[C:11](=[O:12])[N:5]12)#[N:2]. Reactant: [C:1]([C@@H:4]1[CH2:8][S:7][C@H:6]2[CH2:9][C@@H:10]([NH:13][C:14](=[O:20])[O:15][C:16]([CH3:19])([CH3:18])[CH3:17])[C:11](=[O:12])[N:5]12)(=O)[NH2:2].C(N(CC)CC)C.FC(F)(F)C(OC(=O)C(F)(F)F)=O. The catalyst class is: 7. (4) Reactant: [F:1][C:2]1[CH:3]=[CH:4][C:5]([C:8]([NH:10][C:11]2[CH:12]=[C:13]3[C:22]4([CH2:26][O:25][C:24]([NH:27]C(=O)OC(C)(C)C)=[N:23]4)[C:19]4([CH2:21][CH2:20]4)[CH2:18][O:17][C:14]3=[CH:15][CH:16]=2)=[O:9])=[N:6][CH:7]=1.FC(F)(F)C(O)=O. Product: [NH2:27][C:24]1[O:25][CH2:26][C:22]2([C:13]3[C:14](=[CH:15][CH:16]=[C:11]([NH:10][C:8]([C:5]4[CH:4]=[CH:3][C:2]([F:1])=[CH:7][N:6]=4)=[O:9])[CH:12]=3)[O:17][CH2:18][C:19]32[CH2:20][CH2:21]3)[N:23]=1. The catalyst class is: 2. (5) Reactant: [O:1]=[C:2]1[C@H:13]([CH2:14][C:15]([O:17]C(C)(C)C)=[O:16])[CH2:12][CH:11]=[CH:10][CH2:9][CH2:8][C:7](=[O:22])[O:6][C@H:5]([C:23]2[CH:28]=[CH:27][CH:26]=[CH:25][CH:24]=2)[CH2:4][NH:3]1.FC(F)(F)C(O)=O. Product: [O:1]=[C:2]1[C@H:13]([CH2:14][C:15]([OH:17])=[O:16])[CH2:12][CH:11]=[CH:10][CH2:9][CH2:8][C:7](=[O:22])[O:6][C@H:5]([C:23]2[CH:28]=[CH:27][CH:26]=[CH:25][CH:24]=2)[CH2:4][NH:3]1. The catalyst class is: 2. (6) Reactant: Cl[CH2:2][CH2:3][O:4][C:5]1[CH:9]=[C:8]([CH3:10])[N:7]([C:11]2[CH:20]=[CH:19][C:18]3[C:13](=[CH:14][CH:15]=[C:16]([O:21][CH3:22])[CH:17]=3)[CH:12]=2)[N:6]=1.[NH:23]1[CH2:28][CH2:27][O:26][CH2:25][CH2:24]1. Product: [CH3:22][O:21][C:16]1[CH:17]=[C:18]2[C:13](=[CH:14][CH:15]=1)[CH:12]=[C:11]([N:7]1[C:8]([CH3:10])=[CH:9][C:5]([O:4][CH2:3][CH2:2][N:23]3[CH2:28][CH2:27][O:26][CH2:25][CH2:24]3)=[N:6]1)[CH:20]=[CH:19]2. The catalyst class is: 9. (7) Reactant: [Br:1][C:2]1[CH:3]=[N:4][NH:5][CH:6]=1.[H-].[Na+].[F:9][C:10]1[CH:17]=[CH:16][C:13]([CH2:14]Br)=[CH:12][CH:11]=1. Product: [Br:1][C:2]1[CH:3]=[N:4][N:5]([CH2:14][C:13]2[CH:16]=[CH:17][C:10]([F:9])=[CH:11][CH:12]=2)[CH:6]=1. The catalyst class is: 9. (8) Reactant: [NH2:1][CH2:2][CH2:3][CH2:4][CH2:5][CH2:6][CH2:7][N:8]1[CH2:13][CH2:12][CH:11]([C:14]2[CH:15]=[C:16]([NH:20][C:21](=[O:25])[CH:22]([CH3:24])[CH3:23])[CH:17]=[CH:18][CH:19]=2)[CH2:10][CH2:9]1.[C:26]1([N:36]=[C:37]=[O:38])[C:35]2[C:30](=[CH:31][CH:32]=[CH:33][CH:34]=2)[CH:29]=[CH:28][CH:27]=1. Product: [CH3:24][CH:22]([CH3:23])[C:21]([NH:20][C:16]1[CH:17]=[CH:18][CH:19]=[C:14]([CH:11]2[CH2:12][CH2:13][N:8]([CH2:7][CH2:6][CH2:5][CH2:4][CH2:3][CH2:2][NH:1][C:37]([NH:36][C:26]3[C:35]4[C:30](=[CH:31][CH:32]=[CH:33][CH:34]=4)[CH:29]=[CH:28][CH:27]=3)=[O:38])[CH2:9][CH2:10]2)[CH:15]=1)=[O:25]. The catalyst class is: 1.